This data is from Full USPTO retrosynthesis dataset with 1.9M reactions from patents (1976-2016). The task is: Predict the reactants needed to synthesize the given product. (1) Given the product [Cl:22][C:20]1[CH:19]=[CH:18][C:14]2[O:15][CH2:16][CH2:17][N:11]3[C:10](=[O:29])[C@@H:9]([OH:8])[C@:12]3([C:23]3[CH:28]=[CH:27][CH:26]=[CH:25][CH:24]=3)[C:13]=2[CH:21]=1, predict the reactants needed to synthesize it. The reactants are: C([O:8][C@H:9]1[C@:12]2([C:23]3[CH:28]=[CH:27][CH:26]=[CH:25][CH:24]=3)[C:13]3[CH:21]=[C:20]([Cl:22])[CH:19]=[CH:18][C:14]=3[O:15][CH2:16][CH2:17][N:11]2[C:10]1=[O:29])C1C=CC=CC=1. (2) Given the product [CH3:3][C:4]1[N:8]([CH3:9])[C:7]([C:10]2[CH:11]=[C:12]([NH:16][C:17]3[N:19]=[CH:23][C:24]4[CH2:33][CH2:32][C:31]5[C:30]([O:34][CH3:35])=[CH:29][CH:28]=[CH:27][C:26]=5[C:25]=4[N:18]=3)[CH:13]=[CH:14][CH:15]=2)=[CH:6][N:5]=1, predict the reactants needed to synthesize it. The reactants are: Cl.Cl.[CH3:3][C:4]1[N:8]([CH3:9])[C:7]([C:10]2[CH:11]=[C:12]([NH:16][C:17]([NH2:19])=[NH:18])[CH:13]=[CH:14][CH:15]=2)=[CH:6][N:5]=1.CN([CH:23]=[C:24]1[CH2:33][CH2:32][C:31]2[C:26](=[CH:27][CH:28]=[CH:29][C:30]=2[O:34][CH3:35])[C:25]1=O)C.N1C=CC=CC=1. (3) Given the product [NH2:1][C:2]1[CH:3]=[C:4]([CH2:8][C:9]([O:11][CH3:16])=[O:10])[CH:5]=[CH:6][CH:7]=1, predict the reactants needed to synthesize it. The reactants are: [NH2:1][C:2]1[CH:3]=[C:4]([CH2:8][C:9]([OH:11])=[O:10])[CH:5]=[CH:6][CH:7]=1.S(Cl)(Cl)=O.[CH3:16]O. (4) Given the product [CH3:20][N:21]([CH3:30])[C:22]1[CH:29]=[CH:28][C:25]([C:26]([NH:27][CH2:18][C:8]2[N:6]3[CH:7]=[C:2]([CH3:1])[CH:3]=[CH:4][C:5]3=[N:10][C:9]=2[C:11]2[CH:12]=[CH:13][C:14]([CH3:17])=[CH:15][CH:16]=2)=[O:32])=[CH:24][CH:23]=1, predict the reactants needed to synthesize it. The reactants are: [CH3:1][C:2]1[CH:3]=[CH:4][C:5]2[N:6]([C:8]([CH2:18]O)=[C:9]([C:11]3[CH:16]=[CH:15][C:14]([CH3:17])=[CH:13][CH:12]=3)[N:10]=2)[CH:7]=1.[CH3:20][N:21]([CH3:30])[C:22]1[CH:29]=[CH:28][C:25]([C:26]#[N:27])=[CH:24][CH:23]=1.S(=O)(=O)(O)[OH:32].N. (5) Given the product [C:47]([O:46][C@@H:40]([C:12]1[C:13]([CH3:39])=[N:14][C:15]2=[CH:19][C:18]3=[N:17][N:16]2[C:11]=1[N:8]1[CH2:7][CH2:6][C:5]([CH3:51])([O:4][CH2:1][CH2:2][CH2:34][CH2:33][C@H:31]([CH3:32])[O:30][C:24]2[CH:25]=[C:26]([CH3:29])[CH:27]=[CH:28][C:23]=2[CH2:22][N:21]([CH:36]2[CH2:37][CH2:38]2)[CH2:20]3)[CH2:10][CH2:9]1)[C:41]([O:43][CH2:44][CH3:45])=[O:42])([CH3:50])([CH3:49])[CH3:48], predict the reactants needed to synthesize it. The reactants are: [CH2:1]([O:4][C:5]1([CH3:51])[CH2:10][CH2:9][N:8]([C:11]2[N:16]3[N:17]=[C:18]([CH2:20][N:21]([CH:36]4[CH2:38][CH2:37]4)[CH2:22][C:23]4[CH:28]=[CH:27][C:26]([CH3:29])=[CH:25][C:24]=4[O:30][C@H:31]([CH2:33][CH:34]=C)[CH3:32])[CH:19]=[C:15]3[N:14]=[C:13]([CH3:39])[C:12]=2[C@H:40]([O:46][C:47]([CH3:50])([CH3:49])[CH3:48])[C:41]([O:43][CH2:44][CH3:45])=[O:42])[CH2:7][CH2:6]1)[CH:2]=C.[BH4-].[Na+]. (6) Given the product [C:1]1([C:7]2[CH:11]=[C:10]([CH2:12][N:13]3[CH2:14][CH2:15][CH:16]([CH2:19][NH:20][C:21]4[C:29]5[C:24](=[CH:25][CH:26]=[C:27]([C:30]6[N:34]=[CH:33][NH:32][N:31]=6)[CH:28]=5)[NH:23][N:22]=4)[CH2:17][CH2:18]3)[O:9][N:8]=2)[CH:2]=[CH:3][CH:4]=[CH:5][CH:6]=1, predict the reactants needed to synthesize it. The reactants are: [C:1]1([C:7]2[CH:11]=[C:10]([CH2:12][N:13]3[CH2:18][CH2:17][CH:16]([CH2:19][NH:20][C:21]4[C:29]5[C:24](=[CH:25][CH:26]=[C:27]([C:30]6[N:34]=[CH:33][N:32](C(C7C=CC=CC=7)(C7C=CC=CC=7)C7C=CC=CC=7)[N:31]=6)[CH:28]=5)[N:23](C5CCCCO5)[N:22]=4)[CH2:15][CH2:14]3)[O:9][N:8]=2)[CH:6]=[CH:5][CH:4]=[CH:3][CH:2]=1.CO.Cl.C(=O)(O)[O-].[Na+].